Predict the product of the given reaction. From a dataset of Forward reaction prediction with 1.9M reactions from USPTO patents (1976-2016). Given the reactants [O:1]1[C:5]2[CH:6]=[CH:7][C:8]([C:10]3([C:13](Cl)=[O:14])[CH2:12][CH2:11]3)=[CH:9][C:4]=2[O:3][CH2:2]1.[NH2:16][C:17]1[CH:18]=[C:19]2[C:23](=[C:24]([C:26]([O:28][CH3:29])=[O:27])[CH:25]=1)[NH:22][C:21]([C:30]([CH3:33])([CH3:32])[CH3:31])=[CH:20]2.C(N(CC)CC)C, predict the reaction product. The product is: [O:1]1[C:5]2[CH:6]=[CH:7][C:8]([C:10]3([C:13]([NH:16][C:17]4[CH:18]=[C:19]5[C:23](=[C:24]([C:26]([O:28][CH3:29])=[O:27])[CH:25]=4)[NH:22][C:21]([C:30]([CH3:33])([CH3:32])[CH3:31])=[CH:20]5)=[O:14])[CH2:12][CH2:11]3)=[CH:9][C:4]=2[O:3][CH2:2]1.